From a dataset of Catalyst prediction with 721,799 reactions and 888 catalyst types from USPTO. Predict which catalyst facilitates the given reaction. (1) Reactant: C1(P(C2C=CC=CC=2)C2C=CC3C(=CC=CC=3)C=2C2C3C(=CC=CC=3)C=CC=2P(C2C=CC=CC=2)C2C=CC=CC=2)C=CC=CC=1.C(=O)([O-])[O-].[Cs+].[Cs+].Br[C:54]1[CH:59]=[CH:58][N:57]=[CH:56][CH:55]=1.[NH2:60][C:61]1[C:66]([C:67]2[CH2:71][C:70]([CH2:76][C:77]([O:79][CH3:80])=[O:78])([C:72]([O:74][CH3:75])=[O:73])[O:69][N:68]=2)=[CH:65][N:64]=[C:63]2[N:81]([CH2:84][CH3:85])[N:82]=[CH:83][C:62]=12. Product: [CH2:84]([N:81]1[C:63]2=[N:64][CH:65]=[C:66]([C:67]3[CH2:71][C:70]([CH2:76][C:77]([O:79][CH3:80])=[O:78])([C:72]([O:74][CH3:75])=[O:73])[O:69][N:68]=3)[C:61]([NH:60][C:54]3[CH:59]=[CH:58][N:57]=[CH:56][CH:55]=3)=[C:62]2[CH:83]=[N:82]1)[CH3:85]. The catalyst class is: 160. (2) Reactant: C([O:3]C(C1C2C[C@H]3C[C@H]3C=2N(C2C=CC(F)=CC=2F)N=1)=O)C.CN(C(ON1N=NC2C=CC=NC1=2)=[N+](C)C)C.F[P-](F)(F)(F)(F)F.CCN(C(C)C)C(C)C.[Si:56]([O:63][CH2:64][C@H:65]([C:67]1[CH:72]=[CH:71][N:70]=[CH:69][CH:68]=1)N)([C:59]([CH3:62])([CH3:61])[CH3:60])([CH3:58])[CH3:57].CCCC[N+](CCCC)(CCCC)CCCC.[F-].C1COCC1. Product: [Si:56]([O:63][CH2:64][C@@H:65]([C:67]1[CH:72]=[CH:71][N:70]=[CH:69][CH:68]=1)[OH:3])([C:59]([CH3:62])([CH3:61])[CH3:60])([CH3:58])[CH3:57]. The catalyst class is: 3.